Dataset: Forward reaction prediction with 1.9M reactions from USPTO patents (1976-2016). Task: Predict the product of the given reaction. (1) Given the reactants [NH2:1][C:2]1[N:6]([C:7]2[CH:12]=[CH:11][CH:10]=[CH:9][CH:8]=2)[NH:5][C:4](=O)[C:3]=1[CH3:14].P(Br)(Br)([Br:17])=O, predict the reaction product. The product is: [Br:17][C:4]1[C:3]([CH3:14])=[C:2]([NH2:1])[N:6]([C:7]2[CH:12]=[CH:11][CH:10]=[CH:9][CH:8]=2)[N:5]=1. (2) Given the reactants [N:1]1([CH2:7][CH2:8][CH2:9][O:10][C:11]2[CH:18]=[CH:17][C:14]([CH:15]=O)=[CH:13][CH:12]=2)[CH2:6][CH2:5][CH2:4][CH2:3][CH2:2]1.[CH:19](=[C:26]1[CH2:31][CH2:30][NH:29][CH2:28][CH2:27]1)[C:20]1[CH:25]=[CH:24][CH:23]=[CH:22][CH:21]=1.C(O[BH-](OC(=O)C)OC(=O)C)(=O)C.[Na+].[OH-].[Na+].[CH2:48]([Cl:50])[Cl:49], predict the reaction product. The product is: [NH3:1].[CH2:48]([Cl:50])[Cl:49].[CH:19](=[C:26]1[CH2:31][CH2:30][N:29]([CH2:15][C:14]2[CH:17]=[CH:18][C:11]([O:10][CH2:9][CH2:8][CH2:7][N:1]3[CH2:6][CH2:5][CH2:4][CH2:3][CH2:2]3)=[CH:12][CH:13]=2)[CH2:28][CH2:27]1)[C:20]1[CH:25]=[CH:24][CH:23]=[CH:22][CH:21]=1. (3) Given the reactants ClC1C(C)=C(S(Cl)(=O)=O)C=CC=1.[Cl:13][C:14]1[C:15]([CH3:45])=[C:16]([S:20]([NH:23][C:24]2[CH:44]=[CH:43][C:27]3[N:28](S(C4C=CC=C(Cl)C=4C)(=O)=O)[C:29]([CH3:31])=[N:30][C:26]=3[CH:25]=2)(=[O:22])=[O:21])[CH:17]=[CH:18][CH:19]=1.ClC1C(C)=C(S(NC2C=CC3N=C(C)N(S(C4C=CC=C(Cl)C=4C)(=O)=O)C=3C=2)(=O)=O)C=CC=1.ON1C2C=CC=CC=2N=N1, predict the reaction product. The product is: [Cl:13][C:14]1[C:15]([CH3:45])=[C:16]([S:20]([NH:23][C:24]2[CH:44]=[CH:43][C:27]3[NH:28][C:29]([CH3:31])=[N:30][C:26]=3[CH:25]=2)(=[O:22])=[O:21])[CH:17]=[CH:18][CH:19]=1. (4) Given the reactants [F:1][C:2]1([F:30])[CH2:7][CH2:6][N:5]([C:8]([C:10]2[NH:11][C:12]3[C:17]([CH:18]=2)=[CH:16][C:15]([C:19]([N:21]2[CH2:26][CH2:25][N:24]([CH:27]([CH3:29])[CH3:28])[CH2:23][CH2:22]2)=[O:20])=[CH:14][CH:13]=3)=[O:9])[CH2:4][CH2:3]1.[F:31][C:32]1[CH:33]=[C:34](B(O)O)[CH:35]=[CH:36][CH:37]=1.N1C=CC=CC=1, predict the reaction product. The product is: [F:30][C:2]1([F:1])[CH2:7][CH2:6][N:5]([C:8]([C:10]2[N:11]([C:36]3[CH:35]=[CH:34][CH:33]=[C:32]([F:31])[CH:37]=3)[C:12]3[C:17]([CH:18]=2)=[CH:16][C:15]([C:19]([N:21]2[CH2:22][CH2:23][N:24]([CH:27]([CH3:28])[CH3:29])[CH2:25][CH2:26]2)=[O:20])=[CH:14][CH:13]=3)=[O:9])[CH2:4][CH2:3]1. (5) The product is: [C:13]([CH2:12][NH:11][C:9]([C@@H:4]1[CH2:5][CH2:6][CH2:7][CH2:8][C@H:3]1[CH2:2][S:28][C:25]1[CH:26]=[CH:27][C:22]([F:21])=[CH:23][CH:24]=1)=[O:10])#[N:14]. Given the reactants Br[CH2:2][C@@H:3]1[CH2:8][CH2:7][CH2:6][CH2:5][C@H:4]1[C:9]([NH:11][CH2:12][C:13]#[N:14])=[O:10].C(=O)([O-])[O-].[Cs+].[Cs+].[F:21][C:22]1[CH:27]=[CH:26][C:25]([SH:28])=[CH:24][CH:23]=1, predict the reaction product. (6) The product is: [F:24][C:2]([F:1])([F:23])[C:3]1[CH:4]=[C:5]([CH:16]=[C:17]([C:19]([F:20])([F:21])[F:22])[CH:18]=1)[C:6]([N:8]1[CH2:14][CH2:13][C:12](=[O:15])[N:11]([C:29]2[CH:30]=[CH:31][C:26]([Cl:25])=[CH:27][CH:28]=2)[CH2:10][CH2:9]1)=[O:7]. Given the reactants [F:1][C:2]([F:24])([F:23])[C:3]1[CH:4]=[C:5]([CH:16]=[C:17]([C:19]([F:22])([F:21])[F:20])[CH:18]=1)[C:6]([N:8]1[CH2:14][CH2:13][C:12](=[O:15])[NH:11][CH2:10][CH2:9]1)=[O:7].[Cl:25][C:26]1[CH:31]=[CH:30][C:29](I)=[CH:28][CH:27]=1.C(=O)([O-])[O-].[Cs+].[Cs+].CN(C)CCN, predict the reaction product. (7) Given the reactants [CH3:1][O:2][C:3]([C:5]1([C:8]2[CH:13]=[CH:12][C:11]([O:14][CH3:15])=[C:10]([CH2:16]Cl)[CH:9]=2)[CH2:7][CH2:6]1)=[O:4].C([O-])([O-])=[O:19].[Na+].[Na+].Cl, predict the reaction product. The product is: [CH3:1][O:2][C:3]([C:5]1([C:8]2[CH:13]=[CH:12][C:11]([O:14][CH3:15])=[C:10]([CH2:16][OH:19])[CH:9]=2)[CH2:7][CH2:6]1)=[O:4].